Dataset: Catalyst prediction with 721,799 reactions and 888 catalyst types from USPTO. Task: Predict which catalyst facilitates the given reaction. (1) Reactant: [CH2:1]([O:8][C:9]1[CH:40]=[CH:39][CH:38]=[CH:37][C:10]=1[O:11][CH2:12][C:13]1[N:14]=[CH:15][N:16](C(C2C=CC=CC=2)(C2C=CC=CC=2)C2C=CC=CC=2)[CH:17]=1)[C:2]1[CH:7]=[CH:6][CH:5]=[CH:4][CH:3]=1.CC(O)=O. Product: [CH2:1]([O:8][C:9]1[CH:40]=[CH:39][CH:38]=[CH:37][C:10]=1[O:11][CH2:12][C:13]1[N:14]=[CH:15][NH:16][CH:17]=1)[C:2]1[CH:3]=[CH:4][CH:5]=[CH:6][CH:7]=1. The catalyst class is: 5. (2) The catalyst class is: 1. Reactant: [NH2:1][C:2]1[C:7]([S:8](Cl)(=[O:10])=[O:9])=[CH:6][C:5]([Br:12])=[CH:4][N:3]=1.Cl.[CH3:14][NH:15][CH3:16].CCN(C(C)C)C(C)C. Product: [NH2:1][C:2]1[C:7]([S:8]([N:15]([CH3:16])[CH3:14])(=[O:10])=[O:9])=[CH:6][C:5]([Br:12])=[CH:4][N:3]=1. (3) Reactant: [NH2:1][C:2]1[CH:3]=[CH:4][C:5]([CH3:22])=[C:6]([NH:8][C:9]2[N:10]=[CH:11][C:12]3[N:17]=[C:16]([NH:18][C:19](=[O:21])[CH3:20])[S:15][C:13]=3[N:14]=2)[CH:7]=1.[C:23]([C:25]([CH3:37])([O:27][C:28]1[CH:29]=[C:30]([CH:34]=[CH:35][CH:36]=1)[C:31](O)=[O:32])[CH3:26])#[N:24].F[P-](F)(F)(F)(F)F.N1(OC(N(C)C)=[N+](C)C)C2N=CC=CC=2N=N1.C(=O)([O-])O.[Na+]. Product: [C:19]([NH:18][C:16]1[S:15][C:13]2[N:14]=[C:9]([NH:8][C:6]3[CH:7]=[C:2]([NH:1][C:31](=[O:32])[C:30]4[CH:34]=[CH:35][CH:36]=[C:28]([O:27][C:25]([C:23]#[N:24])([CH3:26])[CH3:37])[CH:29]=4)[CH:3]=[CH:4][C:5]=3[CH3:22])[N:10]=[CH:11][C:12]=2[N:17]=1)(=[O:21])[CH3:20]. The catalyst class is: 17. (4) Reactant: C(O)(=O)C.CC(C)([Si](C1C=CC=CC=1)(C1C=CC=CC=1)[O:9][CH2:10][C@H:11]([O:35][CH:36]1[CH2:41][CH2:40][CH2:39][CH2:38][O:37]1)[CH2:12][O:13][CH2:14][CH2:15][CH2:16][CH2:17][CH2:18][CH2:19][CH2:20][CH2:21][CH2:22][CH2:23][CH2:24][CH2:25][CH2:26][CH2:27][CH2:28][CH2:29][S:30][C:31]([CH3:34])([CH3:33])[CH3:32])C.[F-].C([N+](CCCC)(CCCC)CCCC)CCC. Product: [C:31]([S:30][CH2:29][CH2:28][CH2:27][CH2:26][CH2:25][CH2:24][CH2:23][CH2:22][CH2:21][CH2:20][CH2:19][CH2:18][CH2:17][CH2:16][CH2:15][CH2:14][O:13][CH2:12][C@@H:11]([O:35][CH:36]1[CH2:41][CH2:40][CH2:39][CH2:38][O:37]1)[CH2:10][OH:9])([CH3:34])([CH3:32])[CH3:33]. The catalyst class is: 1.